This data is from Peptide-MHC class II binding affinity with 134,281 pairs from IEDB. The task is: Regression. Given a peptide amino acid sequence and an MHC pseudo amino acid sequence, predict their binding affinity value. This is MHC class II binding data. (1) The peptide sequence is HDYEGLSYRSLQPET. The MHC is HLA-DQA10401-DQB10402 with pseudo-sequence HLA-DQA10401-DQB10402. The binding affinity (normalized) is 0.331. (2) The peptide sequence is YAVSFNYFVCNLLQE. The MHC is DRB1_0701 with pseudo-sequence DRB1_0701. The binding affinity (normalized) is 0.627.